From a dataset of Peptide-MHC class I binding affinity with 185,985 pairs from IEDB/IMGT. Regression. Given a peptide amino acid sequence and an MHC pseudo amino acid sequence, predict their binding affinity value. This is MHC class I binding data. (1) The peptide sequence is KTTYWWDGL. The MHC is HLA-B46:01 with pseudo-sequence HLA-B46:01. The binding affinity (normalized) is 0.0847. (2) The peptide sequence is YRFRFRSVY. The MHC is HLA-A02:03 with pseudo-sequence HLA-A02:03. The binding affinity (normalized) is 0.0847. (3) The peptide sequence is NTYKCRGHNY. The MHC is Mamu-B01 with pseudo-sequence Mamu-B01. The binding affinity (normalized) is 0. (4) The peptide sequence is GTSHNILVEV. The MHC is HLA-A68:02 with pseudo-sequence HLA-A68:02. The binding affinity (normalized) is 0.750. (5) The peptide sequence is VSLSAYIIR. The MHC is HLA-A68:01 with pseudo-sequence HLA-A68:01. The binding affinity (normalized) is 0.251. (6) The peptide sequence is ISNYICVAW. The MHC is HLA-A31:01 with pseudo-sequence HLA-A31:01. The binding affinity (normalized) is 0.0847. (7) The peptide sequence is NIDPEHLDY. The MHC is HLA-B18:01 with pseudo-sequence HLA-B18:01. The binding affinity (normalized) is 0.0847. (8) The binding affinity (normalized) is 0.0847. The peptide sequence is WLKHIEKNY. The MHC is HLA-A01:01 with pseudo-sequence HLA-A01:01. (9) The peptide sequence is ESSPNPTIEA. The MHC is HLA-A68:02 with pseudo-sequence HLA-A68:02. The binding affinity (normalized) is 0.634.